Dataset: Full USPTO retrosynthesis dataset with 1.9M reactions from patents (1976-2016). Task: Predict the reactants needed to synthesize the given product. (1) Given the product [CH2:1]([O:3][C:4]1[C:8]([CH2:9][CH2:10][CH2:11][O:12][C:24]2[C:28]([CH2:29][C:30]([OH:32])=[O:31])=[CH:27][N:26]([CH3:34])[N:25]=2)=[CH:7][N:6]([C:13]2[CH:18]=[CH:17][C:16]([C:19]([F:21])([F:20])[F:22])=[CH:15][N:14]=2)[N:5]=1)[CH3:2], predict the reactants needed to synthesize it. The reactants are: [CH2:1]([O:3][C:4]1[C:8]([CH2:9][CH2:10][CH2:11][OH:12])=[CH:7][N:6]([C:13]2[CH:18]=[CH:17][C:16]([C:19]([F:22])([F:21])[F:20])=[CH:15][N:14]=2)[N:5]=1)[CH3:2].O[C:24]1[C:28]([CH2:29][C:30]([O:32]C)=[O:31])=[CH:27][N:26]([CH3:34])[N:25]=1.C(P(CCCC)CCCC)CCC.N(C(N1CCCCC1)=O)=NC(N1CCCCC1)=O. (2) Given the product [N:29]1([CH2:28][CH2:27][O:26][C:21]2[CH:22]=[C:23]3[C:18](=[CH:19][CH:20]=2)[CH:17]=[C:16]([C:10]2[C:9]4[C:13](=[CH:14][CH:15]=[C:7]([C:5]5[N:6]=[C:41]([CH2:40][N:35]6[CH2:39][CH2:38][CH2:37][CH2:36]6)[NH:43][N:44]=5)[CH:8]=4)[NH:12][N:11]=2)[CH:25]=[CH:24]3)[CH2:34][CH2:33][CH2:32][CH2:31][CH2:30]1, predict the reactants needed to synthesize it. The reactants are: Cl.C(O[C:5]([C:7]1[CH:8]=[C:9]2[C:13](=[CH:14][CH:15]=1)[NH:12][N:11]=[C:10]2[C:16]1[CH:25]=[CH:24][C:23]2[C:18](=[CH:19][CH:20]=[C:21]([O:26][CH2:27][CH2:28][N:29]3[CH2:34][CH2:33][CH2:32][CH2:31][CH2:30]3)[CH:22]=2)[CH:17]=1)=[NH:6])C.[N:35]1([CH2:40][C:41]([NH:43][NH2:44])=O)[CH2:39][CH2:38][CH2:37][CH2:36]1.C(N(CC)CC)C. (3) Given the product [C:9]1([C:2]2[NH:18][C:16](=[O:17])[NH:15][C:4](=[O:6])[CH:3]=2)[CH:10]=[CH:11][CH:12]=[CH:13][CH:14]=1, predict the reactants needed to synthesize it. The reactants are: O=[C:2]([C:9]1[CH:14]=[CH:13][CH:12]=[CH:11][CH:10]=1)[CH2:3][C:4]([O:6]CC)=O.[NH2:15][C:16]([NH2:18])=[O:17]. (4) The reactants are: [Cl:1][C:2]1[CH:27]=[CH:26][C:5]([C:6]([NH:8][CH:9]2[CH2:12][N:11]([C:13]([N:15]3[CH2:21][CH2:20][CH2:19][N:18]([CH:22]4[CH2:25][CH2:24][CH2:23]4)[CH2:17][CH2:16]3)=[O:14])[CH2:10]2)=[O:7])=[CH:4][CH:3]=1.[H-].[Na+].[CH3:30]I. Given the product [Cl:1][C:2]1[CH:27]=[CH:26][C:5]([C:6]([N:8]([CH:9]2[CH2:12][N:11]([C:13]([N:15]3[CH2:21][CH2:20][CH2:19][N:18]([CH:22]4[CH2:23][CH2:24][CH2:25]4)[CH2:17][CH2:16]3)=[O:14])[CH2:10]2)[CH3:30])=[O:7])=[CH:4][CH:3]=1, predict the reactants needed to synthesize it. (5) Given the product [CH2:25]([O:27][CH:28]([O:29][CH2:30][CH3:31])[N:3]1[C:4]2[C:9](=[CH:8][C:7]([C:16]3[CH:17]=[C:18]([CH:21]=[C:22]([F:24])[CH:23]=3)[C:19]#[N:20])=[CH:6][CH:5]=2)[C:10]2([CH2:11][CH2:12][CH2:13][CH2:14][CH2:15]2)[C:2]1=[O:1])[CH3:26], predict the reactants needed to synthesize it. The reactants are: [O:1]=[C:2]1[C:10]2([CH2:15][CH2:14][CH2:13][CH2:12][CH2:11]2)[C:9]2[C:4](=[CH:5][CH:6]=[C:7]([C:16]3[CH:17]=[C:18]([CH:21]=[C:22]([F:24])[CH:23]=3)[C:19]#[N:20])[CH:8]=2)[NH:3]1.[CH2:25]([O:27][CH:28](OCC)[O:29][CH2:30][CH3:31])[CH3:26].